Dataset: Reaction yield outcomes from USPTO patents with 853,638 reactions. Task: Predict the reaction yield, written as a fraction of the theoretical maximum amount of product (1.0 means a 100% yield; for example, 0.34 means a 34% yield). (1) The reactants are [NH2:1][C@@H:2]([CH2:33][C:34]1[CH:39]=[CH:38][CH:37]=[CH:36][CH:35]=1)[C@@H:3]([OH:32])[CH2:4][C@@H:5]([NH:19][C:20]([C@@H:22]([NH:27][C:28](=[O:31])[O:29][CH3:30])[C:23]([CH3:26])([CH3:25])[CH3:24])=[O:21])[CH2:6][C:7]1[CH:12]=[CH:11][C:10]([C:13]2[CH:18]=[CH:17][CH:16]=[CH:15][N:14]=2)=[CH:9][CH:8]=1.[CH3:40][C@@H:41]([CH2:60][CH3:61])[C@H:42]([N:46]1[CH2:50][CH2:49][N:48]([CH2:51][C:52]2[C:53]([CH3:58])=[N:54][CH:55]=[CH:56][CH:57]=2)[C:47]1=[O:59])[C:43](O)=[O:44].CCOP(ON1N=NC2C=CC=CC=2C1=O)(OCC)=O.C(N(CC)C(C)C)(C)C. The catalyst is C1COCC1. The product is [OH:32][C@H:3]([C@@H:2]([NH:1][C:43](=[O:44])[C@@H:42]([N:46]1[CH2:50][CH2:49][N:48]([CH2:51][C:52]2[C:53]([CH3:58])=[N:54][CH:55]=[CH:56][CH:57]=2)[C:47]1=[O:59])[CH:41]([CH3:40])[CH2:60][CH3:61])[CH2:33][C:34]1[CH:35]=[CH:36][CH:37]=[CH:38][CH:39]=1)[CH2:4][C@@H:5]([NH:19][C:20]([C@@H:22]([NH:27][C:28](=[O:31])[O:29][CH3:30])[C:23]([CH3:26])([CH3:25])[CH3:24])=[O:21])[CH2:6][C:7]1[CH:12]=[CH:11][C:10]([C:13]2[CH:18]=[CH:17][CH:16]=[CH:15][N:14]=2)=[CH:9][CH:8]=1. The yield is 0.690. (2) The reactants are N1C2C(=NC=CC=2)N([N:10]2[C:14](/[CH:15]=[C:16]3\[C:17](=[O:26])[NH:18][C:19]4[C:24]\3=[CH:23][C:22]([F:25])=[CH:21][CH:20]=4)=[C:13]([CH3:27])[C:12]([C:28]([O-])=[O:29])=[C:11]2[CH3:31])N=1.CN([CH:35]=[O:36])C. No catalyst specified. The product is [O:36]=[C:35]1[CH2:16][CH2:15][CH:14]([NH:10][C:28]([C:12]2[C:13]([CH3:27])=[C:14](/[CH:15]=[C:16]3\[C:17](=[O:26])[NH:18][C:19]4[C:24]\3=[CH:23][C:22]([F:25])=[CH:21][CH:20]=4)[NH:10][C:11]=2[CH3:31])=[O:29])[CH2:13][CH2:12]1. The yield is 0.260. (3) The reactants are [Br:1][C:2]1[CH:7]=[CH:6][C:5]([OH:8])=[CH:4][CH:3]=1.[Cl:9][C:10]1[CH:15]=[C:14]([Cl:16])[CH:13]=[CH:12][C:11]=1[CH:17](O)[C:18](O)=[O:19].C(O)(=O)C. The catalyst is S(=O)(=O)(O)O. The product is [Br:1][C:2]1[CH:7]=[CH:6][C:5]2[O:8][C:18](=[O:19])[CH:17]([C:11]3[CH:12]=[CH:13][C:14]([Cl:16])=[CH:15][C:10]=3[Cl:9])[C:4]=2[CH:3]=1. The yield is 0.290. (4) The reactants are [Br:1][C:2]1[CH:3]=[C:4]([CH2:8][NH2:9])[CH:5]=[N:6][CH:7]=1.[CH:10]1([CH:15]=O)[CH2:14][CH2:13][CH2:12][CH2:11]1.[BH3-]C#N.[Na+]. The catalyst is CO. The product is [Br:1][C:2]1[CH:3]=[C:4]([CH2:8][NH:9][CH2:15][CH:10]2[CH2:14][CH2:13][CH2:12][CH2:11]2)[CH:5]=[N:6][CH:7]=1. The yield is 0.793. (5) The reactants are [CH:1]1([CH2:4][N:5]2[C:10](=[O:11])[C:9]([CH2:12][N:13]3C(=O)C4=CC=CC=C4C3=O)=[CH:8][C:7]([C:24]3[CH:29]=[CH:28][C:27]([O:30][CH3:31])=[C:26]([F:32])[CH:25]=3)=[N:6]2)[CH2:3][CH2:2]1.O.NN. The catalyst is CO. The product is [NH2:13][CH2:12][C:9]1[C:10](=[O:11])[N:5]([CH2:4][CH:1]2[CH2:3][CH2:2]2)[N:6]=[C:7]([C:24]2[CH:29]=[CH:28][C:27]([O:30][CH3:31])=[C:26]([F:32])[CH:25]=2)[CH:8]=1. The yield is 0.978.